This data is from Full USPTO retrosynthesis dataset with 1.9M reactions from patents (1976-2016). The task is: Predict the reactants needed to synthesize the given product. (1) Given the product [CH3:14][N:15]([CH3:16])[C:2]1[CH:3]=[CH:4][C:5]([N+:11]([O-:13])=[O:12])=[C:6]([CH:10]=1)[C:7]([OH:9])=[O:8], predict the reactants needed to synthesize it. The reactants are: Cl[C:2]1[CH:3]=[CH:4][C:5]([N+:11]([O-:13])=[O:12])=[C:6]([CH:10]=1)[C:7]([OH:9])=[O:8].[CH3:14][NH:15][CH3:16].Cl. (2) Given the product [N:14]1([C:8]2[CH:7]=[CH:6][C:5]([S:2]([CH2:1][CH2:20][CH3:21])(=[O:4])=[O:3])=[CH:13][C:9]=2[C:10]([OH:12])=[O:11])[CH2:18][CH2:17][O:38][CH2:16][CH2:15]1, predict the reactants needed to synthesize it. The reactants are: [CH3:1][S:2]([C:5]1[CH:6]=[CH:7][C:8]([N:14]2[CH2:18][CH2:17][CH2:16][CH2:15]2)=[C:9]([CH:13]=1)[C:10]([OH:12])=[O:11])(=[O:4])=[O:3].Cl[C:20]1C=CC(S(C(C)C)(=O)=O)=C[C:21]=1C(O)=O.N1CC[O:38]CC1. (3) Given the product [CH3:34][C:17]1[N:16]([CH2:15][CH2:14][CH2:13][CH2:12][CH2:11][S:7][C:1]2[CH:6]=[CH:5][CH:4]=[CH:3][CH:2]=2)[C:24]2[C:23]([CH3:25])=[C:22]([CH3:26])[N:21]=[C:20]([O:27][C:28]3[CH:29]=[CH:30][CH:31]=[CH:32][CH:33]=3)[C:19]=2[N:18]=1, predict the reactants needed to synthesize it. The reactants are: [C:1]1([SH:7])[CH:6]=[CH:5][CH:4]=[CH:3][CH:2]=1.[H-].[Na+].Cl[CH2:11][CH2:12][CH2:13][CH2:14][CH2:15][N:16]1[C:24]2[C:23]([CH3:25])=[C:22]([CH3:26])[N:21]=[C:20]([O:27][C:28]3[CH:33]=[CH:32][CH:31]=[CH:30][CH:29]=3)[C:19]=2[N:18]=[C:17]1[CH3:34].